Dataset: Catalyst prediction with 721,799 reactions and 888 catalyst types from USPTO. Task: Predict which catalyst facilitates the given reaction. Reactant: [NH:1]([C:3](=[O:25])[CH:4]([NH:16][C:17](=[O:24])[C:18]1[CH:23]=[CH:22][CH:21]=[CH:20][CH:19]=1)[C:5]1[C:14]2[C:9](=[CH:10][CH:11]=[CH:12][CH:13]=2)[C:8](=[O:15])[NH:7][N:6]=1)[NH2:2].CO[CH2:28][C:29]([C:31]1[CH:36]=[CH:35][CH:34]=[CH:33][CH:32]=1)=O.[C:37](O)(=[O:39])C. Product: [CH3:37][O:39][C:36]1[CH:35]=[CH:34][CH:33]=[CH:32][C:31]=1/[C:29](=[N:2]/[NH:1][C:3](=[O:25])[CH:4]([NH:16][C:17](=[O:24])[C:18]1[CH:23]=[CH:22][CH:21]=[CH:20][CH:19]=1)[C:5]1[C:14]2[C:9](=[CH:10][CH:11]=[CH:12][CH:13]=2)[C:8](=[O:15])[NH:7][N:6]=1)/[CH3:28]. The catalyst class is: 8.